This data is from NCI-60 drug combinations with 297,098 pairs across 59 cell lines. The task is: Regression. Given two drug SMILES strings and cell line genomic features, predict the synergy score measuring deviation from expected non-interaction effect. (1) Drug 1: CN1CCC(CC1)COC2=C(C=C3C(=C2)N=CN=C3NC4=C(C=C(C=C4)Br)F)OC. Drug 2: C1=CC(=CC=C1CCC2=CNC3=C2C(=O)NC(=N3)N)C(=O)NC(CCC(=O)O)C(=O)O. Cell line: COLO 205. Synergy scores: CSS=36.5, Synergy_ZIP=3.33, Synergy_Bliss=2.62, Synergy_Loewe=-18.8, Synergy_HSA=-1.87. (2) Drug 1: C1=CC=C(C=C1)NC(=O)CCCCCCC(=O)NO. Drug 2: C#CCC(CC1=CN=C2C(=N1)C(=NC(=N2)N)N)C3=CC=C(C=C3)C(=O)NC(CCC(=O)O)C(=O)O. Cell line: LOX IMVI. Synergy scores: CSS=55.4, Synergy_ZIP=4.12, Synergy_Bliss=1.79, Synergy_Loewe=0, Synergy_HSA=1.94. (3) Drug 1: CN(C(=O)NC(C=O)C(C(C(CO)O)O)O)N=O. Drug 2: CCC1(C2=C(COC1=O)C(=O)N3CC4=CC5=C(C=CC(=C5CN(C)C)O)N=C4C3=C2)O.Cl. Cell line: OVCAR3. Synergy scores: CSS=29.8, Synergy_ZIP=-19.5, Synergy_Bliss=-24.7, Synergy_Loewe=-50.8, Synergy_HSA=-9.42. (4) Drug 1: CC1=C(C(CCC1)(C)C)C=CC(=CC=CC(=CC(=O)O)C)C. Drug 2: CCN(CC)CCCC(C)NC1=C2C=C(C=CC2=NC3=C1C=CC(=C3)Cl)OC. Cell line: OVCAR-4. Synergy scores: CSS=3.76, Synergy_ZIP=-2.59, Synergy_Bliss=0.456, Synergy_Loewe=-4.32, Synergy_HSA=-3.04. (5) Synergy scores: CSS=11.6, Synergy_ZIP=0.0231, Synergy_Bliss=5.01, Synergy_Loewe=3.26, Synergy_HSA=2.81. Cell line: M14. Drug 1: COC1=C(C=C2C(=C1)N=CN=C2NC3=CC(=C(C=C3)F)Cl)OCCCN4CCOCC4. Drug 2: CC1CCCC2(C(O2)CC(NC(=O)CC(C(C(=O)C(C1O)C)(C)C)O)C(=CC3=CSC(=N3)C)C)C. (6) Drug 1: C1=CN(C(=O)N=C1N)C2C(C(C(O2)CO)O)O.Cl. Drug 2: N.N.Cl[Pt+2]Cl. Cell line: HL-60(TB). Synergy scores: CSS=83.4, Synergy_ZIP=5.93, Synergy_Bliss=6.25, Synergy_Loewe=3.42, Synergy_HSA=9.19. (7) Drug 1: CCN(CC)CCNC(=O)C1=C(NC(=C1C)C=C2C3=C(C=CC(=C3)F)NC2=O)C. Drug 2: C1=CC=C(C(=C1)C(C2=CC=C(C=C2)Cl)C(Cl)Cl)Cl. Cell line: 786-0. Synergy scores: CSS=-1.56, Synergy_ZIP=0.341, Synergy_Bliss=-0.548, Synergy_Loewe=-2.35, Synergy_HSA=-2.35. (8) Drug 1: C1CCN(CC1)CCOC2=CC=C(C=C2)C(=O)C3=C(SC4=C3C=CC(=C4)O)C5=CC=C(C=C5)O. Drug 2: CC1=C(C=C(C=C1)C(=O)NC2=CC(=CC(=C2)C(F)(F)F)N3C=C(N=C3)C)NC4=NC=CC(=N4)C5=CN=CC=C5. Cell line: EKVX. Synergy scores: CSS=1.72, Synergy_ZIP=5.38, Synergy_Bliss=3.35, Synergy_Loewe=0.768, Synergy_HSA=-0.775. (9) Drug 1: C1CC(=O)NC(=O)C1N2CC3=C(C2=O)C=CC=C3N. Drug 2: C1C(C(OC1N2C=NC(=NC2=O)N)CO)O. Cell line: NCI/ADR-RES. Synergy scores: CSS=10.7, Synergy_ZIP=-2.12, Synergy_Bliss=0.856, Synergy_Loewe=-0.751, Synergy_HSA=2.67.